This data is from Full USPTO retrosynthesis dataset with 1.9M reactions from patents (1976-2016). The task is: Predict the reactants needed to synthesize the given product. (1) Given the product [Cl:25][C:20]1[CH:21]=[CH:22][C:23]([CH2:35][O:34][CH:32]2[CH:31]([NH:43][C:44]([CH:46]3[CH2:50][CH2:49][CH2:48][N:47]3[C:51](=[O:65])[CH:52]([NH:54][C:55](=[O:64])[C:56]3[CH:61]=[CH:60][C:59]([NH2:62])=[C:58]([Cl:63])[CH:57]=3)[CH3:53])=[O:45])[CH2:30][C:29](=[O:28])[O:33]2)=[CH:18][CH:19]=1, predict the reactants needed to synthesize it. The reactants are: C(OC(C1CCCN1C(=O)C(NC(=O)[C:18]1[CH:23]=[CH:22][C:21](N)=[C:20]([Cl:25])[CH:19]=1)C)=O)(C)(C)C.[O:28]=[C:29]1[O:33][CH:32]([O:34][CH2:35]CC2C=CC=CC=2)[CH:31]([NH:43][C:44]([CH:46]2[CH2:50][CH2:49][CH2:48][N:47]2[C:51](=[O:65])[CH:52]([NH:54][C:55](=[O:64])[C:56]2[CH:61]=[CH:60][C:59]([NH2:62])=[C:58]([Cl:63])[CH:57]=2)[CH3:53])=[O:45])[CH2:30]1. (2) The reactants are: C(OC[N:9]1[C:13]2[N:14]=[C:15]([NH:28][C:29]3[CH:34]=[CH:33][C:32]([N:35]([CH2:37][CH2:38][O:39][CH3:40])[CH3:36])=[CH:31][CH:30]=3)[N:16]=[C:17]([O:18][C:19]3[CH:24]=[CH:23][CH:22]=[C:21]([N+:25]([O-:27])=[O:26])[CH:20]=3)[C:12]=2[CH:11]=[CH:10]1)(=O)C(C)(C)C.CO.[OH-].[Na+]. Given the product [CH3:40][O:39][CH2:38][CH2:37][N:35]([CH3:36])[C:32]1[CH:31]=[CH:30][C:29]([NH:28][C:15]2[N:16]=[C:17]([O:18][C:19]3[CH:24]=[CH:23][CH:22]=[C:21]([N+:25]([O-:27])=[O:26])[CH:20]=3)[C:12]3[CH:11]=[CH:10][NH:9][C:13]=3[N:14]=2)=[CH:34][CH:33]=1, predict the reactants needed to synthesize it.